Task: Regression. Given a peptide amino acid sequence and an MHC pseudo amino acid sequence, predict their binding affinity value. This is MHC class I binding data.. Dataset: Peptide-MHC class I binding affinity with 185,985 pairs from IEDB/IMGT The peptide sequence is QQFANVISKI. The MHC is HLA-A29:02 with pseudo-sequence HLA-A29:02. The binding affinity (normalized) is 0.